From a dataset of Reaction yield outcomes from USPTO patents with 853,638 reactions. Predict the reaction yield, written as a fraction of the theoretical maximum amount of product (1.0 means a 100% yield; for example, 0.34 means a 34% yield). The reactants are C(OC(=O)[NH:10][CH2:11][CH2:12][O:13][C:14]1[CH:19]=[CH:18][C:17]([C:20]2[N:21]=[CH:22][O:23][CH:24]=2)=[CH:16][CH:15]=1)C1C=CC=CC=1.C1CC=CCC=1. The catalyst is CO.[Pd]. The product is [O:23]1[CH:24]=[C:20]([C:17]2[CH:18]=[CH:19][C:14]([O:13][CH2:12][CH2:11][NH2:10])=[CH:15][CH:16]=2)[N:21]=[CH:22]1. The yield is 0.815.